This data is from Full USPTO retrosynthesis dataset with 1.9M reactions from patents (1976-2016). The task is: Predict the reactants needed to synthesize the given product. (1) Given the product [Br:1][C:2]1[CH:3]=[CH:4][C:5]([OH:11])=[C:6]([CH:10]=1)[C:7]([NH:16][C:15]1[CH:17]=[C:18]([C:21]([F:22])([F:23])[F:24])[CH:19]=[CH:20][C:14]=1[C:13]([F:12])([F:25])[F:26])=[O:9], predict the reactants needed to synthesize it. The reactants are: [Br:1][C:2]1[CH:10]=[C:6]([C:7]([OH:9])=O)[C:5]([OH:11])=[CH:4][CH:3]=1.[F:12][C:13]([F:26])([F:25])[C:14]1[CH:20]=[CH:19][C:18]([C:21]([F:24])([F:23])[F:22])=[CH:17][C:15]=1[NH2:16]. (2) Given the product [CH3:17][C:16]1[N:13]=[C:11]([CH2:10][C:7]2[CH:6]=[CH:5][C:4]([N+:1]([O-:3])=[O:2])=[CH:9][CH:8]=2)[O:12][CH:15]=1, predict the reactants needed to synthesize it. The reactants are: [N+:1]([C:4]1[CH:9]=[CH:8][C:7]([CH2:10][C:11]([NH2:13])=[O:12])=[CH:6][CH:5]=1)([O-:3])=[O:2].Br[CH2:15][C:16](=O)[CH3:17].CN(C)C=O.C(=O)([O-])[O-].[K+].[K+]. (3) Given the product [C:9]([C:11]1[CH:18]=[CH:17][C:14]([CH2:15][N:5]2[CH2:6][CH2:7][CH2:8][O:2][CH2:3][CH2:4]2)=[CH:13][CH:12]=1)#[CH:10], predict the reactants needed to synthesize it. The reactants are: Cl.[O:2]1[CH2:8][CH2:7][CH2:6][NH:5][CH2:4][CH2:3]1.[C:9]([C:11]1[CH:18]=[CH:17][C:14]([CH:15]=O)=[CH:13][CH:12]=1)#[CH:10].C(O[BH-](OC(=O)C)OC(=O)C)(=O)C.[Na+].C(=O)([O-])O.[Na+].